From a dataset of Forward reaction prediction with 1.9M reactions from USPTO patents (1976-2016). Predict the product of the given reaction. (1) Given the reactants C([O:3][C:4](=[O:31])[CH2:5][O:6][C:7]1[CH:12]=[CH:11][C:10]([C@@H:13]2[CH2:17][CH2:16][C@H:15]([NH:18][C@@H:19]([C:21]3[C:30]4[C:25](=[CH:26][CH:27]=[CH:28][CH:29]=4)[CH:24]=[CH:23][CH:22]=3)[CH3:20])[CH2:14]2)=[CH:9][CH:8]=1)C.CO.[Li+].[OH-], predict the reaction product. The product is: [C:21]1([C@H:19]([NH:18][C@H:15]2[CH2:16][CH2:17][C@@H:13]([C:10]3[CH:9]=[CH:8][C:7]([O:6][CH2:5][C:4]([OH:31])=[O:3])=[CH:12][CH:11]=3)[CH2:14]2)[CH3:20])[C:30]2[C:25](=[CH:26][CH:27]=[CH:28][CH:29]=2)[CH:24]=[CH:23][CH:22]=1. (2) Given the reactants [S:1]1[CH:5]=[CH:4][CH:3]=[C:2]1[C:6]1[C:15]([C:16]2[S:17][CH:18]=[CH:19][CH:20]=2)=[N:14][C:13]2[C:8](=[CH:9][CH:10]=[CH:11][C:12]=2[N+:21]([O-])=O)[N:7]=1, predict the reaction product. The product is: [S:1]1[CH:5]=[CH:4][CH:3]=[C:2]1[C:6]1[C:15]([C:16]2[S:17][CH:18]=[CH:19][CH:20]=2)=[N:14][C:13]2[C:8](=[CH:9][CH:10]=[CH:11][C:12]=2[NH2:21])[N:7]=1. (3) Given the reactants [C:1]([C@@H:3]1[N:7]([C:8]([O:10][C:11]([CH3:14])([CH3:13])[CH3:12])=[O:9])[C@H:6]([C:15]([O:17][CH2:18][CH3:19])=[O:16])[CH2:5][CH2:4]1)#[N:2].[N-:20]=[N+:21]=[N-:22].[Na+].[Cl-].[NH4+], predict the reaction product. The product is: [N:2]1[NH:20][N:21]=[N:22][C:1]=1[C@@H:3]1[N:7]([C:8]([O:10][C:11]([CH3:13])([CH3:14])[CH3:12])=[O:9])[C@H:6]([C:15]([O:17][CH2:18][CH3:19])=[O:16])[CH2:5][CH2:4]1. (4) Given the reactants [C:1]([O:7][CH3:8])(=[O:6])[C:2](OC)=[O:3].CCOCC.[F:14][C:15]1[CH:20]=[CH:19][C:18]([Mg]Br)=[CH:17][CH:16]=1.Cl, predict the reaction product. The product is: [F:14][C:15]1[CH:20]=[CH:19][C:18]([C:2]([C:1]([O:7][CH3:8])=[O:6])=[O:3])=[CH:17][CH:16]=1. (5) Given the reactants [H-].[Na+].[CH:3]1[C:13]2[CH2:12][O:11][C:10]3[CH:14]=[CH:15][CH:16]=[CH:17][C:9]=3[NH:8][C:7]=2[CH:6]=[CH:5][CH:4]=1.CS(O[C@H:23]1[CH2:27][CH2:26][N:25]([CH2:28][CH2:29][C:30]2[CH:35]=[CH:34][C:33]([O:36][CH3:37])=[CH:32][CH:31]=2)[CH2:24]1)(=O)=O, predict the reaction product. The product is: [CH3:37][O:36][C:33]1[CH:32]=[CH:31][C:30]([CH2:29][CH2:28][N:25]2[CH2:26][CH2:27][C@@H:23]([N:8]3[C:7]4[CH:6]=[CH:5][CH:4]=[CH:3][C:13]=4[CH2:12][O:11][C:10]4[CH:14]=[CH:15][CH:16]=[CH:17][C:9]3=4)[CH2:24]2)=[CH:35][CH:34]=1.